From a dataset of Catalyst prediction with 721,799 reactions and 888 catalyst types from USPTO. Predict which catalyst facilitates the given reaction. (1) Reactant: Br[C:2]1[CH:3]=[C:4]2[C:10]([C:11]3[CH:12]=[N:13][N:14]([CH2:16][CH2:17][C:18]4[CH:23]=[CH:22][C:21]([F:24])=[CH:20][CH:19]=4)[CH:15]=3)=[CH:9][N:8]([S:25]([C:28]3[CH:34]=[CH:33][C:31]([CH3:32])=[CH:30][CH:29]=3)(=[O:27])=[O:26])[C:5]2=[N:6][CH:7]=1.[CH3:35][O:36][C:37]1[CH:42]=[CH:41][C:40](B2OC(C)(C)C(C)(C)O2)=[CH:39][C:38]=1CS(N)(=O)=O.C(=O)([O-])[O-].[Na+].[Na+]. Product: [F:24][C:21]1[CH:22]=[CH:23][C:18]([CH2:17][CH2:16][N:14]2[CH:15]=[C:11]([C:10]3[C:4]4[C:5](=[N:6][CH:7]=[C:2]([C:40]5[CH:41]=[CH:42][C:37]([O:36][CH3:35])=[C:38]([NH:8][S:25]([CH3:28])(=[O:27])=[O:26])[CH:39]=5)[CH:3]=4)[N:8]([S:25]([C:28]4[CH:34]=[CH:33][C:31]([CH3:32])=[CH:30][CH:29]=4)(=[O:26])=[O:27])[CH:9]=3)[CH:12]=[N:13]2)=[CH:19][CH:20]=1. The catalyst class is: 600. (2) Reactant: C1(N=C=NC2CCCCC2)CCCCC1.[CH3:16][N:17]([C:23]([O:25][C:26]([CH3:29])([CH3:28])[CH3:27])=[O:24])[CH:18]([CH3:22])[C:19]([OH:21])=O.[Br:30][C:31]1[CH:32]=[CH:33][C:34]([NH2:49])=[N:35][C:36]=1[C:37]#[C:38][Si:39]([CH:46]([CH3:48])[CH3:47])([CH:43]([CH3:45])[CH3:44])[CH:40]([CH3:42])[CH3:41]. Product: [C:26]([O:25][C:23](=[O:24])[N:17]([CH:18]([CH3:22])[C:19]([NH:49][C:34]1[CH:33]=[CH:32][C:31]([Br:30])=[C:36]([C:37]#[C:38][Si:39]([CH:40]([CH3:42])[CH3:41])([CH:46]([CH3:48])[CH3:47])[CH:43]([CH3:45])[CH3:44])[N:35]=1)=[O:21])[CH3:16])([CH3:29])([CH3:28])[CH3:27]. The catalyst class is: 2. (3) Reactant: Cl[C:2]1[N:7]=[C:6]([NH:8][CH:9]2[CH2:13][CH2:12][CH2:11][CH2:10]2)[CH:5]=[C:4]([C:14]2[CH:19]=[CH:18][CH:17]=[CH:16][CH:15]=2)[N:3]=1.[NH2:20][C:21]1[CH:26]=[CH:25][C:24]([C:27]2([C:31]#[N:32])[CH2:30][CH2:29][CH2:28]2)=[CH:23][CH:22]=1.[N+](C1C=CC(CC#N)=CC=1)([O-])=O. Product: [CH:9]1([NH:8][C:6]2[CH:5]=[C:4]([C:14]3[CH:19]=[CH:18][CH:17]=[CH:16][CH:15]=3)[N:3]=[C:2]([NH:20][C:21]3[CH:22]=[CH:23][C:24]([C:27]4([C:31]#[N:32])[CH2:30][CH2:29][CH2:28]4)=[CH:25][CH:26]=3)[N:7]=2)[CH2:13][CH2:12][CH2:11][CH2:10]1. The catalyst class is: 729. (4) Reactant: C([O:3][C:4]([C:6]1[C:10]([CH3:11])=[C:9]([C:12]2[CH:17]=[CH:16][C:15]([C:18]#[N:19])=[CH:14][CH:13]=2)[O:8][N:7]=1)=[O:5])C.[OH-].[Na+]. Product: [C:18]([C:15]1[CH:14]=[CH:13][C:12]([C:9]2[O:8][N:7]=[C:6]([C:4]([OH:5])=[O:3])[C:10]=2[CH3:11])=[CH:17][CH:16]=1)#[N:19]. The catalyst class is: 7. (5) Reactant: C[O:2][C:3](=[O:22])[C:4]1[CH:9]=[CH:8][CH:7]=[C:6]([S:10][C:11]2[C:19]3[C:14](=[CH:15][C:16]([Cl:20])=[CH:17][CH:18]=3)[NH:13][C:12]=2[CH3:21])[CH:5]=1.C[C:24]1[NH:25][C:26]2[C:31]([C:32]=1SC1C=C(CC(O)=O)C=CC=1)=[CH:30][CH:29]=CC=2.[H-].[Na+].Br.BrCC1C=NC=CC=1. Product: [Cl:20][C:16]1[CH:15]=[C:14]2[C:19]([C:11]([S:10][C:6]3[CH:5]=[C:4]([CH:9]=[CH:8][CH:7]=3)[C:3]([OH:2])=[O:22])=[C:12]([CH3:21])[N:13]2[CH2:32][C:31]2[CH:26]=[N:25][CH:24]=[CH:29][CH:30]=2)=[CH:18][CH:17]=1. The catalyst class is: 3.